This data is from NCI-60 drug combinations with 297,098 pairs across 59 cell lines. The task is: Regression. Given two drug SMILES strings and cell line genomic features, predict the synergy score measuring deviation from expected non-interaction effect. (1) Synergy scores: CSS=26.7, Synergy_ZIP=0.441, Synergy_Bliss=0.991, Synergy_Loewe=-30.3, Synergy_HSA=-1.00. Cell line: 786-0. Drug 2: N.N.Cl[Pt+2]Cl. Drug 1: CN1C2=C(C=C(C=C2)N(CCCl)CCCl)N=C1CCCC(=O)O.Cl. (2) Drug 1: CCCS(=O)(=O)NC1=C(C(=C(C=C1)F)C(=O)C2=CNC3=C2C=C(C=N3)C4=CC=C(C=C4)Cl)F. Drug 2: CCN(CC)CCNC(=O)C1=C(NC(=C1C)C=C2C3=C(C=CC(=C3)F)NC2=O)C. Cell line: BT-549. Synergy scores: CSS=-1.60, Synergy_ZIP=3.00, Synergy_Bliss=3.62, Synergy_Loewe=-1.22, Synergy_HSA=-0.739.